Task: Regression. Given a peptide amino acid sequence and an MHC pseudo amino acid sequence, predict their binding affinity value. This is MHC class II binding data.. Dataset: Peptide-MHC class II binding affinity with 134,281 pairs from IEDB (1) The binding affinity (normalized) is 0.423. The peptide sequence is WKRMEVGQQAVEVWQ. The MHC is DRB1_1101 with pseudo-sequence DRB1_1101. (2) The peptide sequence is QRGNFKGQKRIKCF. The MHC is DRB1_0701 with pseudo-sequence DRB1_0701. The binding affinity (normalized) is 0.232. (3) The peptide sequence is KTQIDQVESTAGSLQ. The MHC is HLA-DQA10501-DQB10301 with pseudo-sequence HLA-DQA10501-DQB10301. The binding affinity (normalized) is 0.0875. (4) The peptide sequence is CHWFFNNYLRKRVMF. The MHC is DRB1_0101 with pseudo-sequence DRB1_0101. The binding affinity (normalized) is 0.472. (5) The MHC is DRB1_0802 with pseudo-sequence DRB1_0802. The binding affinity (normalized) is 0.175. The peptide sequence is MAAHKFMVAMFLAVA. (6) The peptide sequence is EFVTLAAKFIIEEDS. The MHC is HLA-DQA10301-DQB10301 with pseudo-sequence HLA-DQA10301-DQB10301. The binding affinity (normalized) is 0.526. (7) The MHC is DRB1_1501 with pseudo-sequence DRB1_1501. The binding affinity (normalized) is 0.826. The peptide sequence is QQWIQFMMSRRRLLA. (8) The peptide sequence is IEGITLLNAKFFHMN. The MHC is HLA-DQA10102-DQB10502 with pseudo-sequence HLA-DQA10102-DQB10502. The binding affinity (normalized) is 0.210. (9) The peptide sequence is VKGDPVGILYAVFKA. The MHC is DRB1_0405 with pseudo-sequence DRB1_0405. The binding affinity (normalized) is 0.374.